From a dataset of Forward reaction prediction with 1.9M reactions from USPTO patents (1976-2016). Predict the product of the given reaction. (1) Given the reactants [CH2:1]([O:8][C:9]1[N:13]([CH3:14])[N:12]=[CH:11][C:10]=1[C:15]([O:17]CC)=[O:16])[C:2]1[CH:7]=[CH:6][CH:5]=[CH:4][CH:3]=1.O[Li].O.O, predict the reaction product. The product is: [CH2:1]([O:8][C:9]1[N:13]([CH3:14])[N:12]=[CH:11][C:10]=1[C:15]([OH:17])=[O:16])[C:2]1[CH:3]=[CH:4][CH:5]=[CH:6][CH:7]=1. (2) Given the reactants [NH2:1][C:2]1[C:3]2[CH:10]=[CH:9][N:8]([CH:11]3[C:15]([CH3:17])([OH:16])[CH:14]([OH:18])[CH:13]([CH2:19][OH:20])[O:12]3)[C:4]=2[N:5]=[CH:6][N:7]=1.Cl[CH2:22][CH:23]=O, predict the reaction product. The product is: [OH:20][CH2:19][CH:13]1[O:12][CH:11]([N:8]2[CH:9]=[CH:10][C:3]3[C:2]4[N:7]([CH:22]=[CH:23][N:1]=4)[CH:6]=[N:5][C:4]2=3)[C:15]([CH3:17])([OH:16])[CH:14]1[OH:18].